From a dataset of Forward reaction prediction with 1.9M reactions from USPTO patents (1976-2016). Predict the product of the given reaction. (1) Given the reactants [OH:1][C:2]1[C:7]([C:8]([OH:10])=O)=[CH:6][N:5]=[C:4]([C:11]2[N:12]=[N:13][CH:14]=[CH:15][CH:16]=2)[N:3]=1.[NH2:17][C:18]([C:21]1[CH:22]=[CH:23][C:24]([C:27]2[CH:32]=[CH:31][C:30]([P:33](=[O:40])([O:37][CH2:38][CH3:39])[O:34][CH2:35][CH3:36])=[CH:29][CH:28]=2)=[N:25][CH:26]=1)([CH3:20])[CH3:19].CCN(CC)CC, predict the reaction product. The product is: [OH:1][C:2]1[C:7]([C:8]([NH:17][C:18]([C:21]2[CH:22]=[CH:23][C:24]([C:27]3[CH:32]=[CH:31][C:30]([P:33](=[O:40])([O:37][CH2:38][CH3:39])[O:34][CH2:35][CH3:36])=[CH:29][CH:28]=3)=[N:25][CH:26]=2)([CH3:19])[CH3:20])=[O:10])=[CH:6][N:5]=[C:4]([C:11]2[N:12]=[N:13][CH:14]=[CH:15][CH:16]=2)[N:3]=1. (2) Given the reactants [CH2:1]([O:4][N:5]([CH:18]1[CH2:23][N:22]([C:24]([O:26][C:27]([CH3:30])([CH3:29])[CH3:28])=[O:25])[C@H:21]([CH2:31][O:32][Si](C(C)(C)C)(C)C)[CH:20]=[C:19]1[CH2:40][C:41]([NH2:43])=[O:42])[S:6]([C:9]1[CH:14]=[CH:13][CH:12]=[CH:11][C:10]=1[N+:15]([O-:17])=[O:16])(=[O:8])=[O:7])[CH:2]=[CH2:3].C(ON([C@H]1CN(C(OC(C)(C)C)=O)[C@H](CO)C=C1C)S(C1C=CC=CC=1[N+]([O-])=O)(=O)=O)C=C, predict the reaction product. The product is: [CH2:1]([O:4][N:5]([CH:18]1[CH2:23][N:22]([C:24]([O:26][C:27]([CH3:29])([CH3:30])[CH3:28])=[O:25])[C@H:21]([CH2:31][OH:32])[CH:20]=[C:19]1[CH2:40][C:41]([NH2:43])=[O:42])[S:6]([C:9]1[CH:14]=[CH:13][CH:12]=[CH:11][C:10]=1[N+:15]([O-:17])=[O:16])(=[O:7])=[O:8])[CH:2]=[CH2:3]. (3) The product is: [Cl:1][C:2]1[N:3]=[C:4]([C:9]([NH:11][C:12]2[CH:17]=[CH:16][C:15]([C:18]3[O:19][C:20]([CH3:27])=[C:21]([C:23]([OH:25])=[O:24])[N:22]=3)=[CH:14][CH:13]=2)=[O:10])[NH:5][C:6]=1[CH2:7][CH3:8]. Given the reactants [Cl:1][C:2]1[N:3]=[C:4]([C:9]([NH:11][C:12]2[CH:17]=[CH:16][C:15]([C:18]3[O:19][C:20]([CH3:27])=[C:21]([C:23]([O:25]C)=[O:24])[N:22]=3)=[CH:14][CH:13]=2)=[O:10])[NH:5][C:6]=1[CH2:7][CH3:8].[OH-].[Li+].CO, predict the reaction product. (4) Given the reactants Cl.[F:2][C:3]1[CH:8]=[CH:7][C:6]([C:9]2(/[CH:15]=[CH:16]/CC#N)[CH2:14][CH2:13][CH2:12][CH2:11][CH2:10]2)=[CH:5][CH:4]=1.O.[C:21]([O:24][CH2:25]C)(=[O:23])[CH3:22], predict the reaction product. The product is: [F:2][C:3]1[CH:8]=[CH:7][C:6]([C:9]2(/[CH:15]=[CH:16]/[CH2:22][C:21]([O:24][CH3:25])=[O:23])[CH2:14][CH2:13][CH2:12][CH2:11][CH2:10]2)=[CH:5][CH:4]=1. (5) The product is: [CH2:1]([O:8][C:9]1[CH:17]=[CH:16][C:12]([C:13]([N:44]2[CH2:49][CH2:48][O:47][CH2:46][CH2:45]2)=[O:15])=[C:11]([O:18][CH3:19])[CH:10]=1)[C:2]1[CH:3]=[CH:4][CH:5]=[CH:6][CH:7]=1. Given the reactants [CH2:1]([O:8][C:9]1[CH:17]=[CH:16][C:12]([C:13]([OH:15])=O)=[C:11]([O:18][CH3:19])[CH:10]=1)[C:2]1[CH:7]=[CH:6][CH:5]=[CH:4][CH:3]=1.CN(C(ON1N=NC2C=CC=CC1=2)=[N+](C)C)C.F[P-](F)(F)(F)(F)F.[NH:44]1[CH2:49][CH2:48][O:47][CH2:46][CH2:45]1.CCN(C(C)C)C(C)C, predict the reaction product.